Dataset: Reaction yield outcomes from USPTO patents with 853,638 reactions. Task: Predict the reaction yield, written as a fraction of the theoretical maximum amount of product (1.0 means a 100% yield; for example, 0.34 means a 34% yield). (1) The reactants are [CH3:1][C:2]1[C:6]2[C:7](=[O:19])[N:8]([CH2:11][CH2:12][N:13]3[CH2:18][CH2:17][O:16][CH2:15][CH2:14]3)[CH2:9][CH2:10][C:5]=2[NH:4][C:3]=1[CH:20]=O.[Br:22][C:23]1[CH:31]=[CH:30][CH:29]=[C:28]2[C:24]=1[CH2:25][C:26](=[O:32])[NH:27]2. No catalyst specified. The product is [Br:22][C:23]1[CH:31]=[CH:30][CH:29]=[C:28]2[C:24]=1[C:25](=[CH:20][C:3]1[NH:4][C:5]3[CH2:10][CH2:9][N:8]([CH2:11][CH2:12][N:13]4[CH2:14][CH2:15][O:16][CH2:17][CH2:18]4)[C:7](=[O:19])[C:6]=3[C:2]=1[CH3:1])[C:26](=[O:32])[NH:27]2. The yield is 0.936. (2) The reactants are [CH:1]([C:4]1[O:8][C:7]([C:9]2[CH:14]=[CH:13][CH:12]=[CH:11][C:10]=2[O:15]C)=[N:6][C:5]=1[CH2:17][CH2:18][C:19]([C:21]1[CH:26]=[CH:25][C:24]([CH2:27][CH2:28][C:29]([O:31][CH3:32])=[O:30])=[C:23]([CH3:33])[CH:22]=1)=[O:20])([CH3:3])[CH3:2].ClB(Cl)Cl. The catalyst is C(Cl)Cl. The product is [CH:1]([C:4]1[O:8][C:7]([C:9]2[CH:14]=[CH:13][CH:12]=[CH:11][C:10]=2[OH:15])=[N:6][C:5]=1[CH2:17][CH2:18][C:19]([C:21]1[CH:26]=[CH:25][C:24]([CH2:27][CH2:28][C:29]([O:31][CH3:32])=[O:30])=[C:23]([CH3:33])[CH:22]=1)=[O:20])([CH3:3])[CH3:2]. The yield is 0.170. (3) The reactants are FC(F)(F)C(O)=O.[Cl:8][C:9]1[CH:14]=[C:13]2[NH:15][C:16](=[O:38])[C:17]3([CH:21]([C:22]4[CH:27]=[CH:26][CH:25]=[C:24]([Cl:28])[C:23]=4[F:29])[CH:20]([C:30]([OH:32])=O)[NH:19][CH:18]3[CH2:33][C:34]([CH3:37])([CH3:36])[CH3:35])[C:12]2=[CH:11][CH:10]=1.C(N(C(C)C)CC)(C)C.C1(P(Cl)(C2C=CC=CC=2)=O)C=CC=CC=1.[NH2:63][C:64]1[CH:69]=[CH:68][C:67]([CH2:70][CH2:71][C:72]([O:74][CH3:75])=[O:73])=[CH:66][CH:65]=1. No catalyst specified. The product is [CH3:75][O:74][C:72](=[O:73])[CH2:71][CH2:70][C:67]1[CH:68]=[CH:69][C:64]([NH:63][C:30]([C@@H:20]2[NH:19][C@@H:18]([CH2:33][C:34]([CH3:37])([CH3:36])[CH3:35])[C@:17]3([C:12]4[C:13](=[CH:14][C:9]([Cl:8])=[CH:10][CH:11]=4)[NH:15][C:16]3=[O:38])[C@H:21]2[C:22]2[CH:27]=[CH:26][CH:25]=[C:24]([Cl:28])[C:23]=2[F:29])=[O:32])=[CH:65][CH:66]=1. The yield is 0.560. (4) The reactants are Cl[C:2]1[C:7]([NH2:8])=[C:6]([Cl:9])[N:5]=[CH:4][N:3]=1.[C:10]([N:17]1[CH2:22][CH2:21][NH:20][CH2:19][CH2:18]1)([O:12][C:13]([CH3:16])([CH3:15])[CH3:14])=[O:11]. The catalyst is C1(C)C=CC=CC=1. The product is [C:13]([O:12][C:10]([N:17]1[CH2:22][CH2:21][N:20]([C:2]2[C:7]([NH2:8])=[C:6]([Cl:9])[N:5]=[CH:4][N:3]=2)[CH2:19][CH2:18]1)=[O:11])([CH3:16])([CH3:14])[CH3:15]. The yield is 0.990. (5) The reactants are [F:1][C:2]1[CH:3]=[C:4]([C@H:9]([N:15]2[C:23]3[C:18](=[CH:19][CH:20]=[CH:21][CH:22]=3)[C:17]([CH3:25])([CH3:24])[C:16]2=[O:26])[C@H:10]([OH:14])[CH2:11][NH:12][CH3:13])[CH:5]=[C:6]([F:8])[CH:7]=1.FC1C=C([C@H](N2C3C(=CC=CC=3)C(C)(C)C2=O)[C@H](O)CO)C=C(F)C=1.[ClH:52]. No catalyst specified. The product is [ClH:52].[F:1][C:2]1[CH:3]=[C:4]([C@H:9]([N:15]2[C:23]3[C:18](=[CH:19][CH:20]=[CH:21][CH:22]=3)[C:17]([CH3:24])([CH3:25])[C:16]2=[O:26])[C@H:10]([OH:14])[CH2:11][NH:12][CH3:13])[CH:5]=[C:6]([F:8])[CH:7]=1. The yield is 0.0500.